This data is from Catalyst prediction with 721,799 reactions and 888 catalyst types from USPTO. The task is: Predict which catalyst facilitates the given reaction. (1) Reactant: [O:1]=[C:2]1[CH:7]=[CH:6][N:5]([C:8]2[CH:9]=[N:10][N:11]([CH:13]([CH3:15])[CH3:14])[CH:12]=2)[N:4]=[C:3]1[C:16](O)=[O:17].ClC(OCC(C)C)=O.CN1CCOCC1.[BH4-].[Na+]. Product: [OH:17][CH2:16][C:3]1[C:2](=[O:1])[CH:7]=[CH:6][N:5]([C:8]2[CH:9]=[N:10][N:11]([CH:13]([CH3:15])[CH3:14])[CH:12]=2)[N:4]=1. The catalyst class is: 20. (2) Reactant: [C:1]([C:3]1[CH:8]=[CH:7][C:6]([CH2:9][CH:10]([CH:16]=[O:17])[C:11](OCC)=O)=[CH:5][CH:4]=1)#[N:2].[NH2:18][C:19]([NH2:21])=[S:20]. Product: [O:17]=[C:16]1[C:10]([CH2:9][C:6]2[CH:7]=[CH:8][C:3]([C:1]#[N:2])=[CH:4][CH:5]=2)=[CH:11][NH:21][C:19](=[S:20])[NH:18]1. The catalyst class is: 8.